The task is: Predict which catalyst facilitates the given reaction.. This data is from Catalyst prediction with 721,799 reactions and 888 catalyst types from USPTO. The catalyst class is: 93. Reactant: [C:1]1([C@@H:7]([OH:9])[CH3:8])[CH:6]=[CH:5][CH:4]=[CH:3][CH:2]=1.C1(P(C2C=CC=CC=2)C2C=CC=CC=2)C=CC=CC=1.[N+:29]([C:32]1[CH:40]=[CH:39][C:35]([C:36](O)=[O:37])=[CH:34][CH:33]=1)([O-:31])=[O:30].COCCOC(N=NC(OCCOC)=O)=O. Product: [N+:29]([C:32]1[CH:33]=[CH:34][C:35]([C:36]([O:9][C@@H:7]([C:1]2[CH:6]=[CH:5][CH:4]=[CH:3][CH:2]=2)[CH3:8])=[O:37])=[CH:39][CH:40]=1)([O-:31])=[O:30].[C:1]1([C@@H:7]([OH:9])[CH3:8])[CH:6]=[CH:5][CH:4]=[CH:3][CH:2]=1.